Task: Predict the reactants needed to synthesize the given product.. Dataset: Full USPTO retrosynthesis dataset with 1.9M reactions from patents (1976-2016) (1) Given the product [C:16]([O:15][C:13](/[C:11](/[CH3:12])=[CH:10]/[C:7]1[S:6][C:5]([C:3]([OH:4])=[O:2])=[CH:9][CH:8]=1)=[O:14])([CH3:19])([CH3:17])[CH3:18], predict the reactants needed to synthesize it. The reactants are: C[O:2][C:3]([C:5]1[S:6][C:7](/[CH:10]=[C:11](/[C:13]([O:15][C:16]([CH3:19])([CH3:18])[CH3:17])=[O:14])\[CH3:12])=[CH:8][CH:9]=1)=[O:4].[OH-].[Li+].Cl. (2) Given the product [CH:2]([CH:15]1[C:20](=[O:21])[CH2:19][CH2:18][N:17]([C:27](=[O:28])[C:26]2[CH:30]=[C:31]([C:33]([F:34])([F:35])[F:36])[CH:32]=[C:24]([C:23]([F:22])([F:37])[F:38])[CH:25]=2)[CH2:16]1)([C:9]1[CH:14]=[CH:13][CH:12]=[CH:11][CH:10]=1)[C:3]1[CH:4]=[CH:5][CH:6]=[CH:7][CH:8]=1, predict the reactants needed to synthesize it. The reactants are: Cl.[CH:2]([CH:15]1[C:20](=[O:21])[CH2:19][CH2:18][NH:17][CH2:16]1)([C:9]1[CH:14]=[CH:13][CH:12]=[CH:11][CH:10]=1)[C:3]1[CH:8]=[CH:7][CH:6]=[CH:5][CH:4]=1.[F:22][C:23]([F:38])([F:37])[C:24]1[CH:25]=[C:26]([CH:30]=[C:31]([C:33]([F:36])([F:35])[F:34])[CH:32]=1)[C:27](O)=[O:28].O.ON1C2C=CC=CC=2N=N1.Cl.C(N=C=NCCCN(C)C)C. (3) Given the product [OH:20][CH:15]1[CH2:16][CH2:17][CH2:18][CH2:19][CH:14]1[NH:13][C:10](=[O:12])[CH2:9][P:4](=[O:5])([O:3][CH2:1][CH3:2])[O:6][CH2:7][CH3:8], predict the reactants needed to synthesize it. The reactants are: [CH2:1]([O:3][P:4]([CH2:9][C:10]([OH:12])=O)([O:6][CH2:7][CH3:8])=[O:5])[CH3:2].[NH2:13][CH:14]1[CH2:19][CH2:18][CH2:17][CH2:16][CH:15]1[OH:20]. (4) Given the product [F:1][C:2]1[CH:28]=[CH:27][C:5]2[N:6]=[C:7]([N:20]3[CH2:21][CH2:22][N:23]([CH3:26])[CH2:24][CH2:25]3)[C:8]3[C:13]4[CH:14]=[CH:15][CH:16]=[C:17]([OH:18])[C:12]=4[S:11][C:9]=3[NH:10][C:4]=2[CH:3]=1, predict the reactants needed to synthesize it. The reactants are: [F:1][C:2]1[CH:28]=[CH:27][C:5]2[N:6]=[C:7]([N:20]3[CH2:25][CH2:24][N:23]([CH3:26])[CH2:22][CH2:21]3)[C:8]3[C:13]4[CH:14]=[CH:15][CH:16]=[C:17]([O:18]C)[C:12]=4[S:11][C:9]=3[NH:10][C:4]=2[CH:3]=1.C(S)(S)C.[Al]. (5) The reactants are: [CH3:1][O:2][C:3](=[O:13])[C:4]1[CH:9]=[C:8]([O:10][CH3:11])[CH:7]=[C:6]([OH:12])[CH:5]=1.C([O-])([O-])=O.[K+].[K+].[CH2:20](Br)[CH:21]=[CH2:22]. Given the product [CH3:1][O:2][C:3](=[O:13])[C:4]1[CH:9]=[C:8]([O:10][CH3:11])[CH:7]=[C:6]([O:12][CH2:22][CH:21]=[CH2:20])[CH:5]=1, predict the reactants needed to synthesize it.